Dataset: Peptide-MHC class II binding affinity with 134,281 pairs from IEDB. Task: Regression. Given a peptide amino acid sequence and an MHC pseudo amino acid sequence, predict their binding affinity value. This is MHC class II binding data. (1) The binding affinity (normalized) is 1.00. The MHC is DRB1_0101 with pseudo-sequence DRB1_0101. The peptide sequence is MGQFISFMQEIPTFL. (2) The peptide sequence is INEPTAARIAYGLDR. The MHC is HLA-DQA10102-DQB10602 with pseudo-sequence HLA-DQA10102-DQB10602. The binding affinity (normalized) is 0.864. (3) The peptide sequence is AEHQAIIRDVLTASD. The MHC is HLA-DPA10201-DPB11401 with pseudo-sequence HLA-DPA10201-DPB11401. The binding affinity (normalized) is 0.110. (4) The peptide sequence is VFGSAFQGLFGGLNW. The MHC is H-2-IAb with pseudo-sequence H-2-IAb. The binding affinity (normalized) is 0.111. (5) The MHC is HLA-DQA10501-DQB10302 with pseudo-sequence HLA-DQA10501-DQB10302. The peptide sequence is NRWLFRHLAREKNPR. The binding affinity (normalized) is 0.353. (6) The peptide sequence is MKSSWGAIWRIDPKK. The MHC is DRB1_0701 with pseudo-sequence DRB1_0701. The binding affinity (normalized) is 0.403.